From a dataset of Forward reaction prediction with 1.9M reactions from USPTO patents (1976-2016). Predict the product of the given reaction. (1) The product is: [F:1][C:2]1[CH:3]=[C:4]([CH2:9][C:10]([CH3:15])([CH3:14])[CH2:11][C:12]([O:20][CH2:18][CH3:19])=[O:13])[CH:5]=[CH:6][C:7]=1[CH3:8]. Given the reactants [F:1][C:2]1[CH:3]=[C:4]([CH2:9][C:10]([CH3:15])([CH3:14])[CH2:11][CH:12]=[O:13])[CH:5]=[CH:6][C:7]=1[CH3:8].[OH-].[Na+].[CH2:18]([OH:20])[CH3:19], predict the reaction product. (2) Given the reactants [CH3:1][O:2][C:3](=[O:12])[C:4]1[CH:9]=[CH:8][C:7]([Br:10])=[C:6]([SH:11])[CH:5]=1.Br[CH2:14][C:15]1[CH:20]=[CH:19][CH:18]=[CH:17][C:16]=1[N+:21]([O-:23])=[O:22], predict the reaction product. The product is: [CH3:1][O:2][C:3](=[O:12])[C:4]1[CH:9]=[CH:8][C:7]([Br:10])=[C:6]([S:11][CH2:14][C:15]2[CH:20]=[CH:19][CH:18]=[CH:17][C:16]=2[N+:21]([O-:23])=[O:22])[CH:5]=1. (3) Given the reactants Br[CH:2]([C:15]1[CH:20]=[CH:19][C:18]([F:21])=[CH:17][N:16]=1)[C:3]([NH:5][C:6]1[CH:14]=[CH:13][CH:12]=[CH:11][C:7]=1[C:8]([NH2:10])=[O:9])=O.[CH3:22][O-:23].[Na+].CO, predict the reaction product. The product is: [F:21][C:18]1[CH:19]=[CH:20][C:15]([CH:2]([O:23][CH3:22])[C:3]2[N:10]=[C:8]([OH:9])[C:7]3[C:6](=[CH:14][CH:13]=[CH:12][CH:11]=3)[N:5]=2)=[N:16][CH:17]=1. (4) Given the reactants [CH3:1][C@H:2]1[O:7][C@@H:6]([CH3:8])[CH2:5][N:4]([C:9]2[C:16]([F:17])=[C:15]([F:18])[C:14]([C:19]#[CH:20])=[CH:13][C:10]=2[CH:11]=[O:12])[CH2:3]1.Br[C:22]1[N:23]=[CH:24][N:25](C)[CH:26]=1, predict the reaction product. The product is: [CH3:1][C@H:2]1[O:7][C@@H:6]([CH3:8])[CH2:5][N:4]([C:9]2[C:16]([F:17])=[C:15]([F:18])[C:14]([C:19]#[C:20][C:22]3[N:23]=[CH:24][NH:25][CH:26]=3)=[CH:13][C:10]=2[CH:11]=[O:12])[CH2:3]1. (5) Given the reactants [Br:1][C:2]1[CH:20]=[CH:19][CH:18]=[CH:17][C:3]=1[C:4]([NH:6][NH:7][C:8]([NH:10][C:11]1[CH:16]=[CH:15][CH:14]=[CH:13][CH:12]=1)=[S:9])=O.S(=O)(=O)(O)O, predict the reaction product. The product is: [Br:1][C:2]1[CH:20]=[CH:19][CH:18]=[CH:17][C:3]=1[C:4]1[S:9][C:8]([NH:10][C:11]2[CH:16]=[CH:15][CH:14]=[CH:13][CH:12]=2)=[N:7][N:6]=1. (6) Given the reactants [Br:1][CH2:2][CH2:3][CH2:4][C:5](Cl)=[O:6].C(N(CC)CC)C.[C:15]([OH:25])(=[O:24])[C:16]1[C:17](=[CH:19][CH:20]=[C:21]([CH:23]=1)[OH:22])[OH:18].C(OCC)(=O)C, predict the reaction product. The product is: [Br:1][CH2:2][CH2:3][CH2:4][C:5]([O:22][C:21]1[CH:20]=[CH:19][C:17]([OH:18])=[C:16]([CH:23]=1)[C:15]([OH:25])=[O:24])=[O:6].